This data is from Forward reaction prediction with 1.9M reactions from USPTO patents (1976-2016). The task is: Predict the product of the given reaction. (1) Given the reactants [Cl:1][C:2]1[S:6][C:5]([C:7]2[N:8]=[C:9]([NH2:12])[S:10][CH:11]=2)=[CH:4][CH:3]=1.[CH2:13]([C:16]1[CH:21]=[CH:20][C:19]([S:22](Cl)(=[O:24])=[O:23])=[CH:18][CH:17]=1)[CH2:14][CH3:15], predict the reaction product. The product is: [Cl:1][C:2]1[S:6][C:5]([C:7]2[N:8]=[C:9]([NH:12][S:22]([C:19]3[CH:20]=[CH:21][C:16]([CH2:13][CH2:14][CH3:15])=[CH:17][CH:18]=3)(=[O:24])=[O:23])[S:10][CH:11]=2)=[CH:4][CH:3]=1. (2) Given the reactants [Br:1][C:2]1[CH:7]=[C:6]([F:8])[C:5]([F:9])=[CH:4][C:3]=1[S:10][CH2:11][C:12]([CH3:14])=O, predict the reaction product. The product is: [Br:1][C:2]1[C:3]2[S:10][CH:11]=[C:12]([CH3:14])[C:4]=2[C:5]([F:9])=[C:6]([F:8])[CH:7]=1.